The task is: Predict the product of the given reaction.. This data is from Forward reaction prediction with 1.9M reactions from USPTO patents (1976-2016). (1) Given the reactants [C:1]([C:4]1[CH:5]=[C:6]2[C:11](=[O:12])[O:10][C:8](=O)[C:7]2=[CH:13][CH:14]=1)([OH:3])=[O:2].[NH2:15][CH2:16][C:17]1[CH:25]=[CH:24][C:20]([C:21]([OH:23])=[O:22])=[CH:19][CH:18]=1, predict the reaction product. The product is: [C:1]([C:4]1[CH:5]=[C:6]2[C:11](=[O:12])[N:15]([CH2:16][C:17]3[CH:18]=[CH:19][C:20]([C:21]([OH:23])=[O:22])=[CH:24][CH:25]=3)[C:8](=[O:10])[C:7]2=[CH:13][CH:14]=1)([OH:3])=[O:2]. (2) Given the reactants [Br-].[C:2]([CH2:5][CH2:6][CH2:7][CH2:8][P+](C1C=CC=CC=1)(C1C=CC=CC=1)C1C=CC=CC=1)([OH:4])=[O:3].[CH3:28][C:29](C)([O-])C.[K+].[F:34][C:35]([F:62])([CH2:54][O:55][C:56]1[CH:61]=[CH:60][CH:59]=[CH:58][CH:57]=1)/[CH:36]=[CH:37]/[C@@H:38]1[C@@H:45]2[C@@H:41](OC(O)C2)[CH2:40][C@H:39]1[O:47][CH:48]1[CH2:53][CH2:52][CH2:51][CH2:50][O:49]1.[Cl-].[NH4+].C1C[O:68]CC1, predict the reaction product. The product is: [F:62][C:35]([F:34])([CH2:54][O:55][C:56]1[CH:57]=[CH:58][CH:59]=[CH:60][CH:61]=1)/[CH:36]=[CH:37]/[C@H:38]1[C@H:39]([O:47][CH:48]2[CH2:53][CH2:52][CH2:51][CH2:50][O:49]2)[CH2:40][C@H:41]([OH:68])[C@@H:45]1[CH2:28]/[CH:29]=[CH:8]\[CH2:7][CH2:6][CH2:5][C:2]([OH:4])=[O:3]. (3) The product is: [O:3]1[C:7]2[CH:8]=[CH:9][CH:10]=[C:11]([CH:12]3[CH2:17][CH2:16][N:15]([CH2:18][CH2:19][C@H:20]4[CH2:21][CH2:22][C@H:23]([NH:26][C:33](=[O:34])[C:32]5[CH:36]=[CH:37][C:29]([C:28]([F:27])([F:38])[F:39])=[CH:30][CH:31]=5)[CH2:24][CH2:25]4)[CH2:14][CH2:13]3)[C:6]=2[CH2:5][CH2:4]1. Given the reactants Cl.Cl.[O:3]1[C:7]2[CH:8]=[CH:9][CH:10]=[C:11]([CH:12]3[CH2:17][CH2:16][N:15]([CH2:18][CH2:19][C@H:20]4[CH2:25][CH2:24][C@H:23]([NH2:26])[CH2:22][CH2:21]4)[CH2:14][CH2:13]3)[C:6]=2[CH2:5][CH2:4]1.[F:27][C:28]([F:39])([F:38])[C:29]1[CH:37]=[CH:36][C:32]([C:33](O)=[O:34])=[CH:31][CH:30]=1, predict the reaction product.